Dataset: Catalyst prediction with 721,799 reactions and 888 catalyst types from USPTO. Task: Predict which catalyst facilitates the given reaction. (1) The catalyst class is: 390. Product: [CH2:1]([N:5]1[C:9]([C:10]2[CH:15]=[CH:14][C:13]([Cl:16])=[CH:12][C:11]=2[O:17][CH2:18][O:19][CH3:20])=[C:8]([CH2:21][OH:22])[CH:7]=[N:6]1)[CH2:2][CH2:3][CH3:4]. Reactant: [CH2:1]([N:5]1[C:9]([C:10]2[CH:15]=[CH:14][C:13]([Cl:16])=[CH:12][C:11]=2[O:17][CH2:18][O:19][CH3:20])=[C:8]([C:21](OC)=[O:22])[CH:7]=[N:6]1)[CH2:2][CH2:3][CH3:4].CC(C[Al]CC(C)C)C. (2) Reactant: [CH3:1][O:2][C:3]1[CH:4]=[C:5]([C:11]2[N:16]=[C:15]([C:17]#[C:18][Si](C)(C)C)[C:14]([C:23]([NH:25][C:26]3[CH:27]=[N:28][N:29]([CH2:31][C:32]([F:35])([F:34])[F:33])[CH:30]=3)=[O:24])=[CH:13][CH:12]=2)[CH:6]=[N:7][C:8]=1[O:9][CH3:10].CC[O-].[Na+]. Product: [CH3:1][O:2][C:3]1[CH:4]=[C:5]([C:11]2[N:16]=[C:15]3[C:17](=[CH2:18])[N:25]([C:26]4[CH:27]=[N:28][N:29]([CH2:31][C:32]([F:35])([F:34])[F:33])[CH:30]=4)[C:23](=[O:24])[C:14]3=[CH:13][CH:12]=2)[CH:6]=[N:7][C:8]=1[O:9][CH3:10]. The catalyst class is: 14. (3) The catalyst class is: 39. Reactant: [Cl:1][C:2]1[CH:7]=[CH:6][CH:5]=[CH:4][C:3]=1[C:8]1[CH:13]=[CH:12][C:11]([OH:14])=[CH:10][CH:9]=1.[H-].[Na+].S(O[CH2:28][C@H:29]1[O:34][CH2:33][CH2:32][N:31]([C:35]([O:37][C:38]([CH3:41])([CH3:40])[CH3:39])=[O:36])[CH2:30]1)(C1C=CC(C)=CC=1)(=O)=O. Product: [Cl:1][C:2]1[CH:7]=[CH:6][CH:5]=[CH:4][C:3]=1[C:8]1[CH:9]=[CH:10][C:11]([O:14][CH2:28][C@H:29]2[O:34][CH2:33][CH2:32][N:31]([C:35]([O:37][C:38]([CH3:39])([CH3:41])[CH3:40])=[O:36])[CH2:30]2)=[CH:12][CH:13]=1.